From a dataset of Full USPTO retrosynthesis dataset with 1.9M reactions from patents (1976-2016). Predict the reactants needed to synthesize the given product. Given the product [CH2:1]([C:8]1[NH:13][C:12](=[O:14])[C:11]([C:15]2[CH:20]=[CH:19][C:18]([O:21][C:24]3[C:33]4[C:28](=[CH:29][C:30]([O:36][CH2:37][CH2:38][CH2:39][N:40]5[CH2:41][CH2:42][O:43][CH2:44][CH2:45]5)=[C:31]([O:34][CH3:35])[CH:32]=4)[N:27]=[CH:26][CH:25]=3)=[C:17]([F:22])[CH:16]=2)=[CH:10][N:9]=1)[C:2]1[CH:7]=[CH:6][CH:5]=[CH:4][CH:3]=1, predict the reactants needed to synthesize it. The reactants are: [CH2:1]([C:8]1[NH:13][C:12](=[O:14])[C:11]([C:15]2[CH:20]=[CH:19][C:18]([OH:21])=[C:17]([F:22])[CH:16]=2)=[CH:10][N:9]=1)[C:2]1[CH:7]=[CH:6][CH:5]=[CH:4][CH:3]=1.Cl[C:24]1[C:33]2[C:28](=[CH:29][C:30]([O:36][CH2:37][CH2:38][CH2:39][N:40]3[CH2:45][CH2:44][O:43][CH2:42][CH2:41]3)=[C:31]([O:34][CH3:35])[CH:32]=2)[N:27]=[CH:26][CH:25]=1.CO.